Dataset: Catalyst prediction with 721,799 reactions and 888 catalyst types from USPTO. Task: Predict which catalyst facilitates the given reaction. Reactant: Br[C:2]1[CH:7]=[CH:6][CH:5]=[CH:4][CH:3]=1.[Mg].II.[CH:11]([C:13]1[C:21]2[O:20][CH2:19][CH:18]([C:22]3[CH:27]=[CH:26][C:25]([CH:28]([CH3:30])[CH3:29])=[CH:24][CH:23]=3)[C:17]=2[C:16]([CH3:31])=[C:15]([NH:32][C:33](=[O:39])[CH2:34][C:35]([CH3:38])([CH3:37])[CH3:36])[C:14]=1[CH3:40])=[O:12]. Product: [OH:12][CH:11]([C:2]1[CH:7]=[CH:6][CH:5]=[CH:4][CH:3]=1)[C:13]1[C:21]2[O:20][CH2:19][CH:18]([C:22]3[CH:27]=[CH:26][C:25]([CH:28]([CH3:30])[CH3:29])=[CH:24][CH:23]=3)[C:17]=2[C:16]([CH3:31])=[C:15]([NH:32][C:33](=[O:39])[CH2:34][C:35]([CH3:38])([CH3:37])[CH3:36])[C:14]=1[CH3:40]. The catalyst class is: 1.